Dataset: Peptide-MHC class I binding affinity with 185,985 pairs from IEDB/IMGT. Task: Regression. Given a peptide amino acid sequence and an MHC pseudo amino acid sequence, predict their binding affinity value. This is MHC class I binding data. The peptide sequence is KVPFQNMRCL. The MHC is Mamu-A01 with pseudo-sequence Mamu-A01. The binding affinity (normalized) is 0.638.